From a dataset of Full USPTO retrosynthesis dataset with 1.9M reactions from patents (1976-2016). Predict the reactants needed to synthesize the given product. (1) Given the product [Br:9][C:10]1[CH:11]=[CH:12][C:13]([O:18][CH3:19])=[C:14]([CH2:15][C:6]2[S:5][C:4]([CH2:1][CH2:2][CH3:3])=[CH:8][CH:7]=2)[CH:17]=1, predict the reactants needed to synthesize it. The reactants are: [CH2:1]([C:4]1[S:5][CH:6]=[CH:7][CH:8]=1)[CH2:2][CH3:3].[Br:9][C:10]1[CH:11]=[CH:12][C:13]([O:18][CH3:19])=[C:14]([CH:17]=1)[CH:15]=O. (2) Given the product [C:1]([O:5][C:6]([NH:8][C@@H:9]([CH2:13][CH:14]1[CH2:15][CH2:16]1)[C:10]([O:12][CH3:17])=[O:11])=[O:7])([CH3:4])([CH3:2])[CH3:3], predict the reactants needed to synthesize it. The reactants are: [C:1]([O:5][C:6]([NH:8][C@@H:9]([CH2:13][CH:14]1[CH2:16][CH2:15]1)[C:10]([OH:12])=[O:11])=[O:7])([CH3:4])([CH3:3])[CH3:2].[C:17]([O-])([O-])=O.[K+].[K+]. (3) Given the product [ClH:35].[ClH:35].[O:1]([C:8]1[CH:9]=[CH:10][C:11]([C:14]2[C:22]3[C:21]([NH2:23])=[N:20][CH:19]=[N:18][C:17]=3[N:16]([CH:24]3[CH2:29][CH2:28][NH:27][CH2:26][CH2:25]3)[CH:15]=2)=[CH:12][CH:13]=1)[C:2]1[CH:7]=[CH:6][CH:5]=[CH:4][CH:3]=1, predict the reactants needed to synthesize it. The reactants are: [O:1]([C:8]1[CH:13]=[CH:12][C:11]([C:14]2[C:22]3[C:21]([NH2:23])=[N:20][CH:19]=[N:18][C:17]=3[N:16]([CH:24]3[CH2:29][CH2:28][NH:27][CH2:26][CH2:25]3)[CH:15]=2)=[CH:10][CH:9]=1)[C:2]1[CH:7]=[CH:6][CH:5]=[CH:4][CH:3]=1.CCOCC.[ClH:35]. (4) The reactants are: Br[C:2]1[C:6]2[CH:7]=[C:8]([C:11]3[O:12][C:13]([CH3:16])=[N:14][N:15]=3)[CH:9]=[CH:10][C:5]=2[O:4][CH:3]=1.[F:17][C:18]1[CH:23]=[CH:22][C:21](B(O)O)=[CH:20][CH:19]=1.C(=O)([O-])[O-].[Na+].[Na+].COCCOC. Given the product [F:17][C:18]1[CH:23]=[CH:22][C:21]([C:2]2[C:6]3[CH:7]=[C:8]([C:11]4[O:12][C:13]([CH3:16])=[N:14][N:15]=4)[CH:9]=[CH:10][C:5]=3[O:4][CH:3]=2)=[CH:20][CH:19]=1, predict the reactants needed to synthesize it. (5) Given the product [NH2:1][C:2]1[CH:3]=[CH:4][C:5]([NH:8][C:9]2[S:10][CH:13]=[C:14]([C:16]3[S:20][C:19]([NH:21][C:22]([NH2:24])=[NH:23])=[N:18][C:17]=3[CH3:25])[N:11]=2)=[CH:6][CH:7]=1, predict the reactants needed to synthesize it. The reactants are: [NH2:1][C:2]1[CH:7]=[CH:6][C:5]([NH:8][C:9]([NH2:11])=[S:10])=[CH:4][CH:3]=1.Br[CH2:13][C:14]([C:16]1[S:20][C:19]([NH:21][C:22]([NH2:24])=[NH:23])=[N:18][C:17]=1[CH3:25])=O. (6) The reactants are: [CH2:1]([O:3][C:4](=[O:39])[CH2:5][CH2:6][CH2:7][O:8][C:9]1[CH:14]=[CH:13][CH:12]=[C:11]([CH2:15][CH2:16][CH2:17][CH2:18][CH2:19][CH2:20][O:21][C:22]2[CH:27]=[C:26]([O:28][CH2:29][CH3:30])[CH:25]=[C:24](Br)[CH:23]=2)[C:10]=1[CH2:32][CH2:33][C:34]([O:36][CH2:37][CH3:38])=[O:35])[CH3:2].[Cl:40][C:41]1[CH:46]=[CH:45][C:44](B(O)O)=[CH:43][CH:42]=1.C(=O)([O-])[O-].[Cs+].[Cs+]. Given the product [CH2:1]([O:3][C:4](=[O:39])[CH2:5][CH2:6][CH2:7][O:8][C:9]1[CH:14]=[CH:13][CH:12]=[C:11]([CH2:15][CH2:16][CH2:17][CH2:18][CH2:19][CH2:20][O:21][C:22]2[CH:23]=[C:24]([C:44]3[CH:45]=[CH:46][C:41]([Cl:40])=[CH:42][CH:43]=3)[CH:25]=[C:26]([O:28][CH2:29][CH3:30])[CH:27]=2)[C:10]=1[CH2:32][CH2:33][C:34]([O:36][CH2:37][CH3:38])=[O:35])[CH3:2], predict the reactants needed to synthesize it.